This data is from Forward reaction prediction with 1.9M reactions from USPTO patents (1976-2016). The task is: Predict the product of the given reaction. (1) Given the reactants [CH3:1][O:2][C:3]([C:5]1[CH:6]=[C:7]([CH:11]=[C:12]([C:14]([O:16][CH3:17])=[O:15])[CH:13]=1)[C:8]([OH:10])=[O:9])=[O:4].[OH:18][N:19]1[C:23](=[O:24])[CH2:22][CH2:21][C:20]1=[O:25].C1(N=C=NC2CCCCC2)CCCCC1, predict the reaction product. The product is: [CH3:17][O:16][C:14]([C:12]1[CH:11]=[C:7]([CH:6]=[C:5]([C:3]([O:2][CH3:1])=[O:4])[CH:13]=1)[C:8]([OH:10])=[O:9])=[O:15].[OH:18][N:19]1[C:23](=[O:24])[CH2:22][CH2:21][C:20]1=[O:25]. (2) Given the reactants [I:1][C:2]1[CH:3]=[C:4]([OH:8])[CH:5]=[CH:6][CH:7]=1.[Cl-].[Mg+2].[Cl-].C(N(CC)CC)C.[CH2:19]=[O:20].[Cl-].[NH4+], predict the reaction product. The product is: [I:1][C:2]1[CH:7]=[CH:6][C:5]([CH:19]=[O:20])=[C:4]([OH:8])[CH:3]=1. (3) Given the reactants C([O:8][C:9]1[CH:10]=[CH:11][C:12]([N+:20]([O-])=O)=[C:13]([C:15](=[O:19])[C:16]([CH3:18])=[CH2:17])[CH:14]=1)C1C=CC=CC=1, predict the reaction product. The product is: [NH2:20][C:12]1[CH:11]=[CH:10][C:9]([OH:8])=[CH:14][C:13]=1[C:15](=[O:19])[CH:16]([CH3:17])[CH3:18]. (4) Given the reactants [C:1]([C:4]1[CH:5]=[C:6]([CH:25]=[CH:26][CH:27]=1)[O:7][C@H:8]1[CH2:13][N:12](C(OCC2C=CC=CC=2)=O)[C@H:11]([CH3:24])[CH2:10][CH2:9]1)(=[O:3])[CH3:2], predict the reaction product. The product is: [CH3:24][C@H:11]1[NH:12][CH2:13][C@H:8]([O:7][C:6]2[CH:5]=[C:4]([CH:1]([OH:3])[CH3:2])[CH:27]=[CH:26][CH:25]=2)[CH2:9][CH2:10]1. (5) Given the reactants [CH3:1][O:2][C:3]1[C:8]([C:9]([NH2:11])=[O:10])=[C:7]([CH3:12])[N:6]=[C:5]([O:13][CH3:14])[CH:4]=1.C([Li])CCC.CO[C:22]1C=[CH:28][C:25]([C:26]#N)=[CH:24][CH:23]=1.[CH2:30]1[CH2:34][O:33][CH2:32][CH2:31]1, predict the reaction product. The product is: [CH3:14][O:13][C:5]1[CH:4]=[C:3]([O:2][CH3:1])[C:8]2[C:9](=[O:10])[NH:11][C:28]([C:25]3[CH:24]=[C:23]([CH3:22])[C:34]([O:33][CH3:32])=[C:30]([CH3:31])[CH:26]=3)=[CH:12][C:7]=2[N:6]=1.